Dataset: CYP2C9 inhibition data for predicting drug metabolism from PubChem BioAssay. Task: Regression/Classification. Given a drug SMILES string, predict its absorption, distribution, metabolism, or excretion properties. Task type varies by dataset: regression for continuous measurements (e.g., permeability, clearance, half-life) or binary classification for categorical outcomes (e.g., BBB penetration, CYP inhibition). Dataset: cyp2c9_veith. (1) The molecule is O=C(Nc1ccc(-c2nc3ccccc3o2)cc1)c1cccnc1. The result is 0 (non-inhibitor). (2) The compound is Cc1cc(C)c(S(C)(=O)=O)c(Oc2ccc(F)cc2)n1. The result is 0 (non-inhibitor). (3) The drug is COc1ccc2c(C)cc(C)nc2n1. The result is 0 (non-inhibitor). (4) The result is 1 (inhibitor). The drug is CC1=CC(=C2C(=O)c3ccccc3C2=O)C=C(C)O1. (5) The drug is Cc1noc(C)c1-c1ccc2ncnc(N3CCN(C)CC3)c2c1. The result is 0 (non-inhibitor).